From a dataset of NCI-60 drug combinations with 297,098 pairs across 59 cell lines. Regression. Given two drug SMILES strings and cell line genomic features, predict the synergy score measuring deviation from expected non-interaction effect. (1) Drug 1: C1CC(=O)NC(=O)C1N2CC3=C(C2=O)C=CC=C3N. Drug 2: CC1=CC2C(CCC3(C2CCC3(C(=O)C)OC(=O)C)C)C4(C1=CC(=O)CC4)C. Cell line: A549. Synergy scores: CSS=12.5, Synergy_ZIP=-4.91, Synergy_Bliss=0.0416, Synergy_Loewe=4.21, Synergy_HSA=4.46. (2) Synergy scores: CSS=9.00, Synergy_ZIP=-3.33, Synergy_Bliss=-3.75, Synergy_Loewe=1.33, Synergy_HSA=-2.65. Drug 2: C(CN)CNCCSP(=O)(O)O. Cell line: SR. Drug 1: CN1C2=C(C=C(C=C2)N(CCCl)CCCl)N=C1CCCC(=O)O.Cl. (3) Drug 2: CS(=O)(=O)OCCCCOS(=O)(=O)C. Synergy scores: CSS=4.89, Synergy_ZIP=-3.55, Synergy_Bliss=-1.58, Synergy_Loewe=-2.83, Synergy_HSA=-1.59. Cell line: A498. Drug 1: CNC(=O)C1=CC=CC=C1SC2=CC3=C(C=C2)C(=NN3)C=CC4=CC=CC=N4. (4) Drug 1: CC1=CC=C(C=C1)C2=CC(=NN2C3=CC=C(C=C3)S(=O)(=O)N)C(F)(F)F. Drug 2: C1CN(P(=O)(OC1)NCCCl)CCCl. Cell line: MDA-MB-435. Synergy scores: CSS=0.486, Synergy_ZIP=0.545, Synergy_Bliss=-0.0504, Synergy_Loewe=-0.907, Synergy_HSA=-1.09.